Dataset: Forward reaction prediction with 1.9M reactions from USPTO patents (1976-2016). Task: Predict the product of the given reaction. Given the reactants F[C:2]1[CH:3]=[C:4]([OH:11])[CH:5]=[CH:6][C:7]=1[N+:8]([O-:10])=[O:9].[CH3:12][C:13]1[CH:14]=[C:15]([CH:17]=[C:18]([CH3:20])[CH:19]=1)[NH2:16], predict the reaction product. The product is: [CH3:12][C:13]1[CH:14]=[C:15]([NH:16][C:2]2[CH:3]=[C:4]([OH:11])[CH:5]=[CH:6][C:7]=2[N+:8]([O-:10])=[O:9])[CH:17]=[C:18]([CH3:20])[CH:19]=1.